This data is from NCI-60 drug combinations with 297,098 pairs across 59 cell lines. The task is: Regression. Given two drug SMILES strings and cell line genomic features, predict the synergy score measuring deviation from expected non-interaction effect. (1) Drug 1: C1=CC=C(C=C1)NC(=O)CCCCCCC(=O)NO. Drug 2: CC(C)NC(=O)C1=CC=C(C=C1)CNNC.Cl. Cell line: MCF7. Synergy scores: CSS=12.4, Synergy_ZIP=-4.71, Synergy_Bliss=-2.89, Synergy_Loewe=-1.85, Synergy_HSA=-1.84. (2) Drug 1: C1CCN(CC1)CCOC2=CC=C(C=C2)C(=O)C3=C(SC4=C3C=CC(=C4)O)C5=CC=C(C=C5)O. Drug 2: CC1=C(C=C(C=C1)NC(=O)C2=CC=C(C=C2)CN3CCN(CC3)C)NC4=NC=CC(=N4)C5=CN=CC=C5. Cell line: NCI/ADR-RES. Synergy scores: CSS=-1.73, Synergy_ZIP=3.37, Synergy_Bliss=3.32, Synergy_Loewe=0.0820, Synergy_HSA=-1.41.